This data is from Full USPTO retrosynthesis dataset with 1.9M reactions from patents (1976-2016). The task is: Predict the reactants needed to synthesize the given product. (1) Given the product [CH:23]1([N:22]2[C:21]3[CH:29]=[CH:30][C:31]([C:33]([OH:35])=[O:34])=[CH:32][C:20]=3[N:19]=[C:18]2[C:13]2[CH:14]=[C:15]3[C:10](=[CH:11][CH:12]=2)[N:9]=[C:8]([C:6]2[CH:5]=[N:46][CH:3]=[CH:2][CH:7]=2)[CH:17]=[CH:16]3)[CH2:28][CH2:27][CH2:26][CH2:25][CH2:24]1, predict the reactants needed to synthesize it. The reactants are: Br[C:2]1[CH:3]=C[C:5](O)=[C:6]([C:8]2[CH:17]=[CH:16][C:15]3[C:10](=[CH:11][CH:12]=[C:13]([C:18]4[N:22]([CH:23]5[CH2:28][CH2:27][CH2:26][CH2:25][CH2:24]5)[C:21]5[CH:29]=[CH:30][C:31]([C:33]([OH:35])=[O:34])=[CH:32][C:20]=5[N:19]=4)[CH:14]=3)[N:9]=2)[CH:7]=1.C(OC(C1C=CC2[N:46](C3CCCCC3)C(C3C=CC(N)=C(C=O)C=3)=NC=2C=1)=O)C.N1C=CC=C(C(=O)C)C=1.[OH-].[K+]. (2) Given the product [NH2:1][C:2]1[C:3]([C:11]([O:13][CH3:14])=[O:12])=[N:4][C:5]([O:8][CH2:9][CH3:10])=[CH:6][C:7]=1[Cl:15], predict the reactants needed to synthesize it. The reactants are: [NH2:1][C:2]1[C:3]([C:11]([O:13][CH3:14])=[O:12])=[N:4][C:5]([O:8][CH2:9][CH3:10])=[CH:6][CH:7]=1.[Cl:15]N1C(=O)CCC1=O. (3) Given the product [O:12]1[CH2:11][C@@:10]1([C:13]([F:16])([F:15])[F:14])[C:9]([OH:17])=[O:8], predict the reactants needed to synthesize it. The reactants are: C([O:8][C:9](=[O:17])[C@@:10]1([C:13]([F:16])([F:15])[F:14])[O:12][CH2:11]1)C1C=CC=CC=1.[H][H]. (4) Given the product [NH2:7][C@H:8]([C:10]1[CH:11]=[C:12]([NH:18][C:19]2[CH:24]=[CH:23][N:22]=[CH:21][CH:20]=2)[CH:13]=[CH:14][CH:15]=1)[CH3:9], predict the reactants needed to synthesize it. The reactants are: C(OC(=O)[NH:7][C@H:8]([C:10]1[CH:15]=[CH:14][CH:13]=[C:12](Br)[CH:11]=1)[CH3:9])(C)(C)C.[NH2:18][C:19]1[CH:24]=[CH:23][N:22]=[CH:21][CH:20]=1.[O-]P([O-])([O-])=O.[K+].[K+].[K+]. (5) Given the product [O:1]1[CH2:5][CH2:4][O:3][CH:2]1[C:6]1[CH:7]=[CH:8][C:9]([C:12]2[S:20][C:19]3[C:14](=[N:15][CH:16]=[CH:17][C:18]=3[O:21][C:22]3[CH:28]=[CH:27][C:25]([N:36]([C:30]4[CH:31]=[CH:32][CH:33]=[CH:34][CH:35]=4)[C:37]([C:39]4([C:42]([NH2:47])=[O:44])[CH2:40][CH2:41]4)=[O:38])=[CH:24][C:23]=3[F:29])[CH:13]=2)=[N:10][CH:11]=1, predict the reactants needed to synthesize it. The reactants are: [O:1]1[CH2:5][CH2:4][O:3][CH:2]1[C:6]1[CH:7]=[CH:8][C:9]([C:12]2[S:20][C:19]3[C:14](=[N:15][CH:16]=[CH:17][C:18]=3[O:21][C:22]3[CH:28]=[CH:27][C:25](N)=[CH:24][C:23]=3[F:29])[CH:13]=2)=[N:10][CH:11]=1.[C:30]1([NH:36][C:37]([C:39]2([C:42]([OH:44])=O)[CH2:41][CH2:40]2)=[O:38])[CH:35]=[CH:34][CH:33]=[CH:32][CH:31]=1.CC[N:47](C(C)C)C(C)C.CN(C(ON1N=NC2C=CC=NC1=2)=[N+](C)C)C.F[P-](F)(F)(F)(F)F. (6) Given the product [CH:50]1([CH2:48][NH:24][C@H:5]([C:6]2[CH:11]=[CH:10][C:9]([F:12])=[CH:8][CH:7]=2)[CH:4]=[CH2:3])[CH2:55][CH2:54]1, predict the reactants needed to synthesize it. The reactants are: C(=O)(OC)O[CH2:3]/[CH:4]=[CH:5]/[C:6]1[CH:11]=[CH:10][C:9]([F:12])=[CH:8][CH:7]=1.C1([C@@H]([N:24]([C@H:48]([C:50]2[CH:55]=[CH:54]C=CC=2)C)P2OC3C=CC4C=CC=CC=4C=3C3C4C(C=CC=3O2)=CC=CC=4)C)C=CC=CC=1.C1(NC)CC1.CC1C=CC(S(O)(=O)=O)=CC=1.